Predict which catalyst facilitates the given reaction. From a dataset of Catalyst prediction with 721,799 reactions and 888 catalyst types from USPTO. (1) Reactant: [H-].[Na+].[NH2:3][C:4]1[C:12]2[C:7](=[CH:8][CH:9]=[CH:10][C:11]=2[F:13])[C:6]([C:21]2[CH:22]=[C:23]([CH2:28][CH3:29])[C:24](=[O:27])[NH:25][CH:26]=2)([C:14]2[CH:19]=[CH:18][N:17]=[C:16]([Br:20])[CH:15]=2)[N:5]=1.I[CH2:31][CH3:32]. Product: [NH2:3][C:4]1[C:12]2[C:7](=[CH:8][CH:9]=[CH:10][C:11]=2[F:13])[C:6]([C:21]2[CH:22]=[C:23]([CH2:28][CH3:29])[C:24](=[O:27])[N:25]([CH2:31][CH3:32])[CH:26]=2)([C:14]2[CH:19]=[CH:18][N:17]=[C:16]([Br:20])[CH:15]=2)[N:5]=1. The catalyst class is: 9. (2) Reactant: [CH:1]1([N:5]2[CH2:10][CH2:9][N:8]([C:11]([C:13]3[CH:14]=[C:15]4[C:19](=[CH:20][CH:21]=3)[NH:18][C:17]([C:22]([N:24]3[CH2:29][CH2:28][C:27]([F:31])([F:30])[CH2:26][CH2:25]3)=[O:23])=[CH:16]4)=[O:12])[CH2:7][CH2:6]2)[CH2:4][CH2:3][CH2:2]1.[H-].[Na+].CS(O[CH2:39][C:40]([F:43])([F:42])[F:41])(=O)=O. Product: [CH:1]1([N:5]2[CH2:6][CH2:7][N:8]([C:11]([C:13]3[CH:14]=[C:15]4[C:19](=[CH:20][CH:21]=3)[N:18]([CH2:39][C:40]([F:43])([F:42])[F:41])[C:17]([C:22]([N:24]3[CH2:25][CH2:26][C:27]([F:30])([F:31])[CH2:28][CH2:29]3)=[O:23])=[CH:16]4)=[O:12])[CH2:9][CH2:10]2)[CH2:2][CH2:3][CH2:4]1. The catalyst class is: 9. (3) Reactant: [Br:1][C:2]1[CH:3]=[CH:4][C:5]([C:8]([OH:10])=O)=[N:6][CH:7]=1.[CH3:11][N:12]1[CH2:17][CH2:16][NH:15][CH2:14][CH2:13]1.C1C=CC2N(O)N=NC=2C=1.C(N(CC)CC)C. Product: [Br:1][C:2]1[CH:3]=[CH:4][C:5]([C:8]([N:15]2[CH2:16][CH2:17][N:12]([CH3:11])[CH2:13][CH2:14]2)=[O:10])=[N:6][CH:7]=1. The catalyst class is: 47. (4) Reactant: C1(OC)C=CC=CC=1.[C:9]([C:13]1[CH:18]=[CH:17][C:16](/[C:19](/[C:38]2[N:43]=[C:42]([O:44][CH3:45])[C:41]([CH2:46][CH2:47][C:48]([O:50]C(C)(C)C)=[O:49])=[CH:40][CH:39]=2)=[CH:20]\[C@H:21]2[CH2:25][CH2:24][C:23](=[O:26])[N:22]2[CH2:27][C:28]2[CH:33]=[CH:32][C:31]([O:34][CH3:35])=[CH:30][C:29]=2[O:36][CH3:37])=[CH:15][CH:14]=1)([CH3:12])([CH3:11])[CH3:10]. Product: [C:9]([C:13]1[CH:18]=[CH:17][C:16](/[C:19](/[C:38]2[N:43]=[C:42]([O:44][CH3:45])[C:41]([CH2:46][CH2:47][C:48]([OH:50])=[O:49])=[CH:40][CH:39]=2)=[CH:20]\[C@H:21]2[CH2:25][CH2:24][C:23](=[O:26])[N:22]2[CH2:27][C:28]2[CH:33]=[CH:32][C:31]([O:34][CH3:35])=[CH:30][C:29]=2[O:36][CH3:37])=[CH:15][CH:14]=1)([CH3:12])([CH3:10])[CH3:11]. The catalyst class is: 55. (5) Reactant: Cl[CH2:2][C:3]1[N:7]([C:8]2[CH:13]=[CH:12][CH:11]=[CH:10][N:9]=2)[N:6]=[C:5]([C:14]2[CH:19]=[CH:18][CH:17]=[CH:16][CH:15]=2)[N:4]=1.[C-:20]#[N:21].[K+].O. Product: [C:14]1([C:5]2[N:4]=[C:3]([CH2:2][C:20]#[N:21])[N:7]([C:8]3[CH:13]=[CH:12][CH:11]=[CH:10][N:9]=3)[N:6]=2)[CH:19]=[CH:18][CH:17]=[CH:16][CH:15]=1. The catalyst class is: 16. (6) Reactant: [I:1][C:2]1[C:10]2[C:5](=[CH:6][CH:7]=[CH:8][C:9]=2[N+:11]([O-:13])=[O:12])[NH:4][N:3]=1.Br[CH2:15][C:16]1[CH:21]=[CH:20][CH:19]=[C:18]([C:22]([F:25])([F:24])[F:23])[CH:17]=1.C(N=C(N(C)C)N(C)C)(C)(C)C. Product: [I:1][C:2]1[C:10]2[C:5](=[CH:6][CH:7]=[CH:8][C:9]=2[N+:11]([O-:13])=[O:12])[N:4]([CH2:15][C:16]2[CH:21]=[CH:20][CH:19]=[C:18]([C:22]([F:23])([F:24])[F:25])[CH:17]=2)[N:3]=1. The catalyst class is: 23.